Dataset: Full USPTO retrosynthesis dataset with 1.9M reactions from patents (1976-2016). Task: Predict the reactants needed to synthesize the given product. Given the product [S:1]([CH2:11][CH2:12][O:13][C:14](=[O:18])[C:15]([CH3:17])=[CH2:16])([C:4]1[CH:5]=[CH:6][C:7]([CH3:8])=[CH:9][CH:10]=1)(=[O:3])=[O:2].[OH:19][CH2:20][CH2:21][CH2:22][CH2:23][O:24][C:25](=[O:28])[CH:26]=[CH2:27].[CH3:29][O:30][C:31](=[O:35])[C:32]([CH3:34])=[CH2:33].[CH2:36]([O:40][C:41](=[O:45])[C:42]([CH3:44])=[CH2:43])[CH:37]1[O:39][CH2:38]1, predict the reactants needed to synthesize it. The reactants are: [S:1]([CH2:11][CH2:12][O:13][C:14](=[O:18])[C:15]([CH3:17])=[CH2:16])([C:4]1[CH:10]=[CH:9][C:7]([CH3:8])=[CH:6][CH:5]=1)(=[O:3])=[O:2].[OH:19][CH2:20][CH2:21][CH2:22][CH2:23][O:24][C:25](=[O:28])[CH:26]=[CH2:27].[CH3:29][O:30][C:31](=[O:35])[C:32]([CH3:34])=[CH2:33].[CH2:36]([O:40][C:41](=[O:45])[C:42]([CH3:44])=[CH2:43])[CH:37]1[O:39][CH2:38]1.CC(N=NC(C#N)(C)C)(C#N)C.